This data is from Peptide-MHC class II binding affinity with 134,281 pairs from IEDB. The task is: Regression. Given a peptide amino acid sequence and an MHC pseudo amino acid sequence, predict their binding affinity value. This is MHC class II binding data. (1) The MHC is DRB1_0401 with pseudo-sequence DRB1_0401. The binding affinity (normalized) is 0.121. The peptide sequence is MTDPHAMRDMAGRFE. (2) The peptide sequence is INEPTAAAIAYGQDR. The MHC is HLA-DQA10102-DQB10602 with pseudo-sequence HLA-DQA10102-DQB10602. The binding affinity (normalized) is 0.897. (3) The peptide sequence is KKFILATDIAEMGANLC. The MHC is HLA-DQA10201-DQB10301 with pseudo-sequence HLA-DQA10201-DQB10301. The binding affinity (normalized) is 0.459.